Predict which catalyst facilitates the given reaction. From a dataset of Catalyst prediction with 721,799 reactions and 888 catalyst types from USPTO. (1) Reactant: Br[CH2:2][CH:3]1[CH2:10][CH2:9][CH2:8][CH2:7][CH2:6][CH2:5][CH2:4]1.[CH2:11]([N:18]1[C:31]2[C:26](=[CH:27][CH:28]=[CH:29][CH:30]=2)[C:20]2([CH2:25][CH2:24][NH:23][CH2:22][CH2:21]2)[C:19]1=[O:32])[C:12]1[CH:17]=[CH:16][CH:15]=[CH:14][CH:13]=1.C(=O)([O-])[O-].[K+].[K+].[I-].[K+]. Product: [CH2:11]([N:18]1[C:31]2[C:26](=[CH:27][C:28]([CH2:2][CH:3]3[CH2:10][CH2:9][CH2:8][CH2:7][CH2:6][CH2:5][CH2:4]3)=[CH:29][CH:30]=2)[C:20]2([CH2:21][CH2:22][NH:23][CH2:24][CH2:25]2)[C:19]1=[O:32])[C:12]1[CH:17]=[CH:16][CH:15]=[CH:14][CH:13]=1. The catalyst class is: 9. (2) Reactant: [Li][CH2:2]CCC.[I-].C[S+](C)C.[CH2:11]([O:15][C:16](C1C=CC=CC=1)([C:23]1[CH:28]=[CH:27][CH:26]=[CH:25][CH:24]=1)[C:17]1[CH:22]=[CH:21][CH:20]=[CH:19][CH:18]=1)[C@H:12]1[O:14][CH2:13]1.O.[CH3:36][CH2:37][CH2:38][CH2:39][CH2:40][CH3:41]. Product: [C:16]([O:15][CH2:11][C@@H:12]([OH:14])[CH:13]=[CH2:2])([C:38]1[CH:37]=[CH:36][CH:41]=[CH:40][CH:39]=1)([C:17]1[CH:18]=[CH:19][CH:20]=[CH:21][CH:22]=1)[C:23]1[CH:24]=[CH:25][CH:26]=[CH:27][CH:28]=1. The catalyst class is: 1. (3) Reactant: [C:1]([C:4]1[N:13]=[C:12]2[C:7]([C:8]([C:14]3[CH:15]=[CH:16][C:17]([F:28])=[C:18]([C:20]4[C:21]([C:26]#[N:27])=[CH:22][CH:23]=[CH:24][CH:25]=4)[CH:19]=3)=[CH:9][CH:10]=[N:11]2)=[CH:6][CH:5]=1)(=[O:3])[CH3:2].[CH3:29][Mg]Br.[NH4+].[Cl-]. Product: [F:28][C:17]1[CH:16]=[CH:15][C:14]([C:8]2[C:7]3[C:12](=[N:13][C:4]([C:1]([OH:3])([CH3:29])[CH3:2])=[CH:5][CH:6]=3)[N:11]=[CH:10][CH:9]=2)=[CH:19][C:18]=1[C:20]1[C:21]([C:26]#[N:27])=[CH:22][CH:23]=[CH:24][CH:25]=1. The catalyst class is: 1. (4) Reactant: [C:1]([O:4][CH:5](SC)[C:6]([C@@H:8]1[CH2:12][CH2:11][CH2:10][N:9]1[C:13]([O:15][C:16]([CH3:19])([CH3:18])[CH3:17])=[O:14])=[O:7])(=[O:3])[CH3:2].CCO.[BH4-].[Na+].Cl. Product: [C:1]([O:4][CH2:5][CH:6]([C@@H:8]1[CH2:12][CH2:11][CH2:10][N:9]1[C:13]([O:15][C:16]([CH3:19])([CH3:18])[CH3:17])=[O:14])[OH:7])(=[O:3])[CH3:2]. The catalyst class is: 238. (5) Reactant: [F:1][C:2]1[CH:7]=[CH:6][C:5]([C:8]2[C:13]([C:14]([O:16][CH3:17])=[O:15])=[C:12]([CH:18]([CH3:20])[CH3:19])[N:11]=[C:10]([OH:21])[N:9]=2)=[CH:4][CH:3]=1.C(N(CC)CC)C.C1(C)C=CC=CC=1.[F:36][C:37]([F:50])([F:49])[S:38](O[S:38]([C:37]([F:50])([F:49])[F:36])(=[O:40])=[O:39])(=[O:40])=[O:39]. Product: [F:1][C:2]1[CH:3]=[CH:4][C:5]([C:8]2[C:13]([C:14]([O:16][CH3:17])=[O:15])=[C:12]([CH:18]([CH3:19])[CH3:20])[N:11]=[C:10]([O:21][S:38]([C:37]([F:50])([F:49])[F:36])(=[O:40])=[O:39])[N:9]=2)=[CH:6][CH:7]=1. The catalyst class is: 6.